This data is from Full USPTO retrosynthesis dataset with 1.9M reactions from patents (1976-2016). The task is: Predict the reactants needed to synthesize the given product. (1) The reactants are: C([N:8]1[CH2:16][CH:15]2[CH:10]([N:11]([C:24]([O:26][C:27]([CH3:30])([CH3:29])[CH3:28])=[O:25])[CH2:12][CH2:13][N:14]2[C:17]([O:19][C:20]([CH3:23])([CH3:22])[CH3:21])=[O:18])[CH2:9]1)C1C=CC=CC=1.C([O-])=O.[NH4+]. Given the product [C:20]([O:19][C:17]([N:14]1[CH2:13][CH2:12][N:11]([C:24]([O:26][C:27]([CH3:30])([CH3:29])[CH3:28])=[O:25])[CH:10]2[CH:15]1[CH2:16][NH:8][CH2:9]2)=[O:18])([CH3:23])([CH3:22])[CH3:21], predict the reactants needed to synthesize it. (2) Given the product [CH2:1]1[O:9][C:8]2[CH:7]=[CH:6][C:5]([O:10][C:12]3[CH:17]=[CH:16][CH:15]=[CH:14][C:13]=3[N+:18]([O-:20])=[O:19])=[CH:4][C:3]=2[O:2]1.[CH2:21]1[O:37][C:36]2[CH:35]=[CH:34][C:25]([O:26][C:27]3[CH:33]=[CH:32][CH:31]=[CH:30][C:28]=3[NH:29][C:5]([NH:38][C:39]3[S:40][CH:41]=[CH:42][N:43]=3)=[O:10])=[CH:24][C:23]=2[O:22]1, predict the reactants needed to synthesize it. The reactants are: [CH2:1]1[O:9][C:8]2[CH:7]=[CH:6][C:5]([OH:10])=[CH:4][C:3]=2[O:2]1.F[C:12]1[CH:17]=[CH:16][CH:15]=[CH:14][C:13]=1[N+:18]([O-:20])=[O:19].[CH2:21]1[O:37][C:36]2[CH:35]=[CH:34][C:25]([O:26][C:27]3[CH:33]=[CH:32][CH:31]=[CH:30][C:28]=3[NH2:29])=[CH:24][C:23]=2[O:22]1.[NH2:38][C:39]1[S:40][CH:41]=[CH:42][N:43]=1.